This data is from Full USPTO retrosynthesis dataset with 1.9M reactions from patents (1976-2016). The task is: Predict the reactants needed to synthesize the given product. Given the product [Cl:48][C:45]1[CH:44]=[CH:43][C:42]([C@H:23]([O:22][C:21]2[CH:49]=[CH:50][C:18]([C:11]3[CH:12]=[CH:13][C:8]([CH3:7])=[CH:9][CH:10]=3)=[C:19]([C:51]#[N:52])[CH:20]=2)[C@@H:24]([C:28]2[CH:29]=[CH:30][C:31]([C:32]([NH:34][CH2:35][CH2:36][C:37]([OH:39])=[O:38])=[O:33])=[CH:40][CH:41]=2)[CH2:25][CH2:26][CH3:27])=[CH:47][CH:46]=1, predict the reactants needed to synthesize it. The reactants are: C([O-])([O-])=O.[Na+].[Na+].[CH3:7][C:8]1[CH:13]=[CH:12][C:11](B(O)O)=[CH:10][CH:9]=1.Br[C:18]1[CH:50]=[CH:49][C:21]([O:22][CH:23]([C:42]2[CH:47]=[CH:46][C:45]([Cl:48])=[CH:44][CH:43]=2)[C@@H:24]([C:28]2[CH:41]=[CH:40][C:31]([C:32]([NH:34][CH2:35][CH2:36][C:37]([OH:39])=[O:38])=[O:33])=[CH:30][CH:29]=2)[CH2:25][CH2:26][CH3:27])=[CH:20][C:19]=1[C:51]#[N:52].